This data is from Reaction yield outcomes from USPTO patents with 853,638 reactions. The task is: Predict the reaction yield, written as a fraction of the theoretical maximum amount of product (1.0 means a 100% yield; for example, 0.34 means a 34% yield). (1) The reactants are [Br:1][C:2]1[N:7]=[C:6]2[N:8]([CH2:11][C:12]3[CH:23]=[CH:22][C:15]4[N:16]=[C:17](S(C)=O)[S:18][C:14]=4[CH:13]=3)[CH:9]=[N:10][C:5]2=[CH:4][CH:3]=1.[NH2:24][C@@H:25]1[CH2:30][CH2:29][CH2:28][CH2:27][C@H:26]1[OH:31].CCN(C(C)C)C(C)C. The catalyst is CC(N(C)C)=O. The product is [Br:1][C:2]1[N:7]=[C:6]2[N:8]([CH2:11][C:12]3[CH:23]=[CH:22][C:15]4[N:16]=[C:17]([NH:24][C@@H:25]5[CH2:30][CH2:29][CH2:28][CH2:27][C@H:26]5[OH:31])[S:18][C:14]=4[CH:13]=3)[CH:9]=[N:10][C:5]2=[CH:4][CH:3]=1. The yield is 0.210. (2) The reactants are [N+:1]([C:4]1[CH:5]=[C:6]([S:10]([CH2:13][CH2:14][OH:15])(=[O:12])=[O:11])[CH:7]=[CH:8][CH:9]=1)([O-:3])=[O:2].[CH3:16][S:17](Cl)(=[O:19])=[O:18]. The catalyst is ClCCl.N1C=CC=CC=1. The product is [CH3:16][S:17]([O:15][CH2:14][CH2:13][S:10]([C:6]1[CH:7]=[CH:8][CH:9]=[C:4]([N+:1]([O-:3])=[O:2])[CH:5]=1)(=[O:12])=[O:11])(=[O:19])=[O:18]. The yield is 0.710. (3) The yield is 0.340. The reactants are [Cl:1][C:2]1[N:7]=[C:6]([CH:8]2[CH2:13][CH2:12][N:11]([C:14]([O:16][C:17]([CH3:20])([CH3:19])[CH3:18])=[O:15])[CH2:10][CH2:9]2)[CH:5]=[C:4](Cl)[N:3]=1.[F:22][CH:23]([F:41])[O:24][C:25]1[C:26]([NH2:40])=[N:27][CH:28]=[C:29](B2OC(C)(C)C(C)(C)O2)[CH:30]=1.C([O-])(=O)C.[K+].C(=O)([O-])[O-].[Na+].[Na+]. The catalyst is CC(P(C(C)(C)C)C1C=CC(N(C)C)=CC=1)(C)C.CC(P(C(C)(C)C)C1C=CC(N(C)C)=CC=1)(C)C.Cl[Pd]Cl.C(#N)C.O. The product is [NH2:40][C:26]1[N:27]=[CH:28][C:29]([C:4]2[N:3]=[C:2]([Cl:1])[N:7]=[C:6]([CH:8]3[CH2:13][CH2:12][N:11]([C:14]([O:16][C:17]([CH3:20])([CH3:19])[CH3:18])=[O:15])[CH2:10][CH2:9]3)[CH:5]=2)=[CH:30][C:25]=1[O:24][CH:23]([F:41])[F:22]. (4) The reactants are Cl[C:2]1[N:28]=[C:27]([C:29]([F:32])([F:31])[F:30])[CH:26]=[CH:25][C:3]=1[C:4]([NH:6][CH2:7][C:8]1([CH2:21][CH:22]2[CH2:24][CH2:23]2)[CH2:13][CH2:12][CH:11]([S:14]([CH2:17][CH:18]2[CH2:20][CH2:19]2)(=[O:16])=[O:15])[CH2:10][CH2:9]1)=[O:5].O1CCCC1.[CH3:38][NH:39][CH3:40]. No catalyst specified. The product is [CH:18]1([CH2:17][S:14]([CH:11]2[CH2:12][CH2:13][C:8]([CH2:7][NH:6][C:4](=[O:5])[C:3]3[CH:25]=[CH:26][C:27]([C:29]([F:32])([F:31])[F:30])=[N:28][C:2]=3[N:39]([CH3:40])[CH3:38])([CH2:21][CH:22]3[CH2:24][CH2:23]3)[CH2:9][CH2:10]2)(=[O:16])=[O:15])[CH2:20][CH2:19]1. The yield is 0.960.